From a dataset of Forward reaction prediction with 1.9M reactions from USPTO patents (1976-2016). Predict the product of the given reaction. (1) Given the reactants [NH2:1][C@@H:2]1[C:11]2[C:6](=[CH:7][CH:8]=[CH:9][CH:10]=2)[C@H:5]([OH:12])[CH2:4][CH2:3]1.[H-].[Na+].F[C:16]1[CH:17]=[CH:18][C:19]2[N:20]([C:22]([N:25]3[CH2:29][CH2:28][C@@H:27]([O:30][Si:31]([CH:38]([CH3:40])[CH3:39])([CH:35]([CH3:37])[CH3:36])[CH:32]([CH3:34])[CH3:33])[CH2:26]3)=[N:23][N:24]=2)[CH:21]=1.N, predict the reaction product. The product is: [CH:38]([Si:31]([CH:32]([CH3:34])[CH3:33])([CH:35]([CH3:37])[CH3:36])[O:30][C@@H:27]1[CH2:28][CH2:29][N:25]([C:22]2[N:20]3[CH:21]=[C:16]([O:12][C@H:5]4[C:6]5[C:11](=[CH:10][CH:9]=[CH:8][CH:7]=5)[C@@H:2]([NH2:1])[CH2:3][CH2:4]4)[CH:17]=[CH:18][C:19]3=[N:24][N:23]=2)[CH2:26]1)([CH3:40])[CH3:39]. (2) Given the reactants [Cl:1][C:2]1[C:7]([C:8]2[N:9]=[C:10]([C:20]([CH3:23])([CH3:22])[CH3:21])[S:11][C:12]=2[C:13]2[CH:18]=[CH:17][N:16]=[C:15](Cl)[N:14]=2)=[CH:6][CH:5]=[CH:4][C:3]=1[NH:24][S:25]([C:28]1[C:33]([F:34])=[CH:32][CH:31]=[CH:30][C:29]=1[F:35])(=[O:27])=[O:26].[NH3:36].C(O)(C)C, predict the reaction product. The product is: [NH2:36][C:15]1[N:14]=[C:13]([C:12]2[S:11][C:10]([C:20]([CH3:22])([CH3:21])[CH3:23])=[N:9][C:8]=2[C:7]2[C:2]([Cl:1])=[C:3]([NH:24][S:25]([C:28]3[C:33]([F:34])=[CH:32][CH:31]=[CH:30][C:29]=3[F:35])(=[O:26])=[O:27])[CH:4]=[CH:5][CH:6]=2)[CH:18]=[CH:17][N:16]=1. (3) Given the reactants [NH2:1][C:2]([CH:4]1[CH2:9][CH2:8][N:7]([C:10]([O:12][C:13]([CH3:16])([CH3:15])[CH3:14])=[O:11])[CH2:6][CH2:5]1)=[S:3].Br[CH2:18][C:19]([C:21]1[CH:26]=[CH:25][CH:24]=[CH:23][CH:22]=1)=O.C(=O)([O-])[O-].[K+].[K+].CN(C)C=O, predict the reaction product. The product is: [C:21]1([C:19]2[N:1]=[C:2]([CH:4]3[CH2:9][CH2:8][N:7]([C:10]([O:12][C:13]([CH3:16])([CH3:15])[CH3:14])=[O:11])[CH2:6][CH2:5]3)[S:3][CH:18]=2)[CH:26]=[CH:25][CH:24]=[CH:23][CH:22]=1. (4) Given the reactants [S:1]1[C:5]2[CH:6]=[CH:7][CH:8]=[CH:9][C:4]=2[CH:3]=[C:2]1CC#N.[OH-:13].[Na+].[CH2:15]([OH:17])[CH3:16].O, predict the reaction product. The product is: [S:1]1[CH:2]=[C:3]([CH2:16][C:15]([OH:13])=[O:17])[C:4]2[CH:9]=[CH:8][CH:7]=[CH:6][C:5]1=2. (5) Given the reactants [O:1]1[CH2:6][CH2:5][N:4]([C:7]2[CH:12]=[CH:11][C:10]([C:13]3[NH:36][C:16]4[N:17]=[CH:18][N:19]=[C:20]([C:21]5[CH:22]=[CH:23][C:24]([O:29][CH:30]6[CH2:35][CH2:34][NH:33][CH2:32][CH2:31]6)=[C:25]([CH:28]=5)[C:26]#[N:27])[C:15]=4[CH:14]=3)=[CH:9][CH:8]=2)[CH2:3][CH2:2]1.[C:37](O)(=[O:40])[CH2:38][OH:39].CN(C(ON1N=NC2C=CC=NC1=2)=[N+](C)C)C.F[P-](F)(F)(F)(F)F.CCN(C(C)C)C(C)C, predict the reaction product. The product is: [OH:40][CH2:37][C:38]([N:33]1[CH2:34][CH2:35][CH:30]([O:29][C:24]2[CH:23]=[CH:22][C:21]([C:20]3[C:15]4[CH:14]=[C:13]([C:10]5[CH:9]=[CH:8][C:7]([N:4]6[CH2:5][CH2:6][O:1][CH2:2][CH2:3]6)=[CH:12][CH:11]=5)[NH:36][C:16]=4[N:17]=[CH:18][N:19]=3)=[CH:28][C:25]=2[C:26]#[N:27])[CH2:31][CH2:32]1)=[O:39]. (6) Given the reactants Cl[C:2]1[C:7]([N+:8]([O-:10])=[O:9])=[CH:6][CH:5]=[CH:4][C:3]=1[N+:11]([O-:13])=[O:12].C(N(CC)CC)C.[NH2:21][CH2:22][CH:23]([OH:26])[CH2:24][OH:25], predict the reaction product. The product is: [N+:11]([C:3]1[CH:4]=[CH:5][CH:6]=[C:7]([N+:8]([O-:10])=[O:9])[C:2]=1[NH:21][CH2:22][CH:23]([OH:26])[CH2:24][OH:25])([O-:13])=[O:12]. (7) Given the reactants [CH:1]1([N:7]([CH2:33][CH2:34][NH:35][CH2:36][C@@H:37]([OH:49])[C:38]2[C:43]3[O:44][CH2:45][C:46](=[O:48])[NH:47][C:42]=3[CH:41]=[CH:40][CH:39]=2)[C:8](=[O:32])[CH2:9][CH2:10][N:11]([CH2:22][CH2:23][C:24]2[CH:29]=[CH:28][C:27]([Cl:30])=[C:26]([Cl:31])[CH:25]=2)[C:12](=[O:21])[O:13][CH2:14][C:15]2[CH:20]=[CH:19][CH:18]=[CH:17][CH:16]=2)[CH2:6][CH2:5][CH2:4][CH2:3][CH2:2]1.NC[C@@H](C1C2OCC(=O)NC=2C=CC=1)O[Si](C)(C)C, predict the reaction product. The product is: [CH:1]1([N:7]([CH2:33][CH2:34][NH:35][CH2:36][C@H:37]([OH:49])[C:38]2[C:43]3[O:44][CH2:45][C:46](=[O:48])[NH:47][C:42]=3[CH:41]=[CH:40][CH:39]=2)[C:8](=[O:32])[CH2:9][CH2:10][N:11]([CH2:22][CH2:23][C:24]2[CH:29]=[CH:28][C:27]([Cl:30])=[C:26]([Cl:31])[CH:25]=2)[C:12](=[O:21])[O:13][CH2:14][C:15]2[CH:20]=[CH:19][CH:18]=[CH:17][CH:16]=2)[CH2:2][CH2:3][CH2:4][CH2:5][CH2:6]1. (8) Given the reactants Cl[C:2]1[CH:3]=[CH:4][C:5]2[N:11]3[CH2:12][C@H:8]([CH2:9][CH2:10]3)[NH:7][C:6]=2[N:13]=1.[F:14][C:15]([F:26])([F:25])[C:16]1[CH:17]=[C:18](B(O)O)[CH:19]=[CH:20][CH:21]=1.C([O-])([O-])=O.[Cs+].[Cs+], predict the reaction product. The product is: [F:14][C:15]([F:26])([F:25])[C:16]1[CH:21]=[C:20]([C:2]2[CH:3]=[CH:4][C:5]3[N:11]4[CH2:12][C@H:8]([CH2:9][CH2:10]4)[NH:7][C:6]=3[N:13]=2)[CH:19]=[CH:18][CH:17]=1. (9) Given the reactants [CH3:1][O:2][CH2:3][N:4]1[C:9]2[CH:10]=[C:11]([CH:14]([C:16]3[CH:21]=[CH:20][CH:19]=[C:18]([Br:22])[N:17]=3)[OH:15])[CH:12]=[CH:13][C:8]=2[S:7][C:6]2[N:23]=[CH:24][CH:25]=[N:26][C:5]1=2.[Si:27](N(C)C(=O)C(F)(F)F)([C:30]([CH3:33])([CH3:32])[CH3:31])([CH3:29])[CH3:28], predict the reaction product. The product is: [Br:22][C:18]1[N:17]=[C:16]([CH:14]([O:15][Si:27]([C:30]([CH3:33])([CH3:32])[CH3:31])([CH3:29])[CH3:28])[C:11]2[CH:12]=[CH:13][C:8]3[S:7][C:6]4[N:23]=[CH:24][CH:25]=[N:26][C:5]=4[N:4]([CH2:3][O:2][CH3:1])[C:9]=3[CH:10]=2)[CH:21]=[CH:20][CH:19]=1.